Dataset: Reaction yield outcomes from USPTO patents with 853,638 reactions. Task: Predict the reaction yield, written as a fraction of the theoretical maximum amount of product (1.0 means a 100% yield; for example, 0.34 means a 34% yield). The reactants are [CH3:1][O:2][C:3]([C:5]1[CH:10]=[CH:9][CH:8]=[C:7]([CH2:11]Br)[N:6]=1)=[O:4].[I:13][C:14]1[CH:19]=[CH:18][C:17]([OH:20])=[CH:16][CH:15]=1.C(=O)([O-])[O-].[K+].[K+].O. The catalyst is CC(C)=O. The product is [CH3:1][O:2][C:3]([C:5]1[CH:10]=[CH:9][CH:8]=[C:7]([CH2:11][O:20][C:17]2[CH:18]=[CH:19][C:14]([I:13])=[CH:15][CH:16]=2)[N:6]=1)=[O:4]. The yield is 0.620.